This data is from Reaction yield outcomes from USPTO patents with 853,638 reactions. The task is: Predict the reaction yield, written as a fraction of the theoretical maximum amount of product (1.0 means a 100% yield; for example, 0.34 means a 34% yield). (1) No catalyst specified. The reactants are Cl[C:2]1[N:10]=[C:9](Cl)[CH:8]=[CH:7][C:3]=1[C:4]([NH2:6])=[O:5].[O:12]([C:19]1[CH:24]=[CH:23][C:22]([OH:25])=[CH:21][CH:20]=1)[C:13]1[CH:18]=[CH:17][CH:16]=[CH:15][CH:14]=1.[CH3:26][C:27]1([CH3:40])[CH2:32][NH:31][CH2:30][CH2:29][N:28]1[C:33]([O:35]C(C)(C)C)=O.[C:41](O)(=O)[CH:42]=C. The yield is 0.470. The product is [C:33]([N:28]1[CH2:29][CH2:30][N:31]([C:9]2[CH:8]=[CH:7][C:3]([C:4]([NH2:6])=[O:5])=[C:2]([O:25][C:22]3[CH:21]=[CH:20][C:19]([O:12][C:13]4[CH:18]=[CH:17][CH:16]=[CH:15][CH:14]=4)=[CH:24][CH:23]=3)[N:10]=2)[CH2:32][C:27]1([CH3:26])[CH3:40])(=[O:35])[CH:41]=[CH2:42]. (2) The reactants are F[C:2]1[CH:7]=[CH:6][C:5]([C:8]([F:11])([F:10])[F:9])=[CH:4][C:3]=1[N+:12]([O-:14])=[O:13].[C:15]([N:22]1[CH2:27][CH2:26][NH:25][CH2:24][CH2:23]1)([O:17][C:18]([CH3:21])([CH3:20])[CH3:19])=[O:16]. No catalyst specified. The product is [N+:12]([C:3]1[CH:4]=[C:5]([C:8]([F:11])([F:10])[F:9])[CH:6]=[CH:7][C:2]=1[N:25]1[CH2:24][CH2:23][N:22]([C:15]([O:17][C:18]([CH3:21])([CH3:20])[CH3:19])=[O:16])[CH2:27][CH2:26]1)([O-:14])=[O:13]. The yield is 0.990.